From a dataset of Catalyst prediction with 721,799 reactions and 888 catalyst types from USPTO. Predict which catalyst facilitates the given reaction. (1) Reactant: C([O:3][C:4](=[O:34])[CH:5]=[C:6]([C:8]1[O:12][C:11]2[C:13]([C:17]3[CH:22]=[C:21]([CH:23]([CH3:25])[CH3:24])[CH:20]=[C:19]([CH:26]([CH3:28])[CH3:27])[C:18]=3[O:29][CH2:30][CH2:31][CH2:32][F:33])=[CH:14][CH:15]=[CH:16][C:10]=2[CH:9]=1)[CH3:7])C.C1COCC1.[Li+].[OH-]. Product: [F:33][CH2:32][CH2:31][CH2:30][O:29][C:18]1[C:19]([CH:26]([CH3:28])[CH3:27])=[CH:20][C:21]([CH:23]([CH3:25])[CH3:24])=[CH:22][C:17]=1[C:13]1[C:11]2[O:12][C:8]([C:6]([CH3:7])=[CH:5][C:4]([OH:34])=[O:3])=[CH:9][C:10]=2[CH:16]=[CH:15][CH:14]=1. The catalyst class is: 5. (2) Reactant: [C:1]([N:8]1[CH2:12][CH2:11][C@H:10]([NH2:13])[CH2:9]1)([O:3][C:4]([CH3:7])([CH3:6])[CH3:5])=[O:2].[CH3:14][N:15]1[CH2:20][CH2:19][C:18](=O)[CH2:17][CH2:16]1. Product: [C:4]([O:3][C:1]([N:8]1[CH2:12][CH2:11][C@H:10]([NH:13][CH:18]2[CH2:19][CH2:20][N:15]([CH3:14])[CH2:16][CH2:17]2)[CH2:9]1)=[O:2])([CH3:7])([CH3:6])[CH3:5]. The catalyst class is: 1. (3) Reactant: O=[C:2]1[C:7]([C:8]([O:10][CH3:11])=[O:9])=[CH:6][CH:5]=[CH:4][O:3]1.[F:12][C:13]1[CH:14]=[C:15]([CH:17]=[CH:18][C:19]=1[O:20][C:21]1[C:30]2[C:25](=[CH:26][C:27]([O:33][CH2:34][CH2:35][CH2:36][N:37]3[CH2:42][CH2:41][O:40][CH2:39][CH2:38]3)=[C:28]([O:31][CH3:32])[CH:29]=2)[N:24]=[CH:23][CH:22]=1)[NH2:16]. Product: [F:12][C:13]1[CH:14]=[C:15]([N:16]2[CH:4]=[CH:5][CH:6]=[C:7]([C:8]([O:10][CH3:11])=[O:9])[C:2]2=[O:3])[CH:17]=[CH:18][C:19]=1[O:20][C:21]1[C:30]2[C:25](=[CH:26][C:27]([O:33][CH2:34][CH2:35][CH2:36][N:37]3[CH2:42][CH2:41][O:40][CH2:39][CH2:38]3)=[C:28]([O:31][CH3:32])[CH:29]=2)[N:24]=[CH:23][CH:22]=1. The catalyst class is: 118. (4) Reactant: [CH2:1]([CH:3]([CH2:6][CH3:7])[CH:4]=O)[CH3:2].[CH3:8][C:9]([CH:11]=[CH2:12])=[O:10].OS(O)(=O)=O. Product: [CH2:1]([C:3]1([CH2:6][CH3:7])[CH2:4][CH2:8][C:9](=[O:10])[CH:11]=[CH:12]1)[CH3:2]. The catalyst class is: 22. (5) Reactant: C(O[C:4]([C:6]1[C:7]2[S:15][CH:14]=[C:13]([CH2:16][O:17][C:18]3[CH:23]=[CH:22][C:21]([Br:24])=[CH:20][CH:19]=3)[C:8]=2[C:9]([NH2:12])=[N:10][CH:11]=1)=[O:5])C.[CH2:25]([CH2:27][NH2:28])[OH:26]. Product: [OH:26][CH2:25][CH2:27][NH:28][C:4]([C:6]1[C:7]2[S:15][CH:14]=[C:13]([CH2:16][O:17][C:18]3[CH:23]=[CH:22][C:21]([Br:24])=[CH:20][CH:19]=3)[C:8]=2[C:9]([NH2:12])=[N:10][CH:11]=1)=[O:5]. The catalyst class is: 829. (6) Reactant: [Cl-].[Al+3].[Cl-].[Cl-].[CH2:5]([O:7][C:8]1[CH:13]=[CH:12][CH:11]=[CH:10][CH:9]=1)[CH3:6].[Cl:14][C:15]1[CH:23]=[CH:22][C:21]([I:24])=[CH:20][C:16]=1[C:17](Cl)=[O:18]. Product: [Cl:14][C:15]1[CH:23]=[CH:22][C:21]([I:24])=[CH:20][C:16]=1[C:17]([C:11]1[CH:12]=[CH:13][C:8]([O:7][CH2:5][CH3:6])=[CH:9][CH:10]=1)=[O:18]. The catalyst class is: 4. (7) Reactant: C([C@@H]1CO[C:10](=O)[N:9]1[C:14](=[O:36])[C@H:15]([CH2:19][C:20]1[C:25]([Cl:26])=[CH:24][C:23]([O:27][CH2:28][C:29]2[CH:34]=[CH:33][CH:32]=[CH:31][CH:30]=2)=[CH:22][C:21]=1[Cl:35])[CH2:16]C=O)C1C=CC=CC=1.N[C@H:38]1[CH2:43][CH2:42][C@H:41]([OH:44])[CH2:40][CH2:39]1.[BH-](OC(C)=O)(OC(C)=O)OC(C)=O.[Na+].C(O)(=O)C. Product: [CH2:28]([O:27][C:23]1[CH:22]=[C:21]([Cl:35])[C:20]([CH2:19][C@@H:15]2[CH2:16][CH2:10][N:9]([C@H:38]3[CH2:43][CH2:42][C@H:41]([OH:44])[CH2:40][CH2:39]3)[C:14]2=[O:36])=[C:25]([Cl:26])[CH:24]=1)[C:29]1[CH:34]=[CH:33][CH:32]=[CH:31][CH:30]=1. The catalyst class is: 26. (8) Reactant: [CH3:1][O:2][C:3]([CH2:5][C:6]1[CH:11]=[CH:10][C:9]([N:12]2[C:16]([S:17][CH2:18][CH2:19][CH3:20])=[C:15]([C:21]([O:23]C(C)(C)C)=[O:22])[CH:14]=[N:13]2)=[CH:8][CH:7]=1)=[O:4].C(O)(C(F)(F)F)=O. Product: [CH3:1][O:2][C:3]([CH2:5][C:6]1[CH:7]=[CH:8][C:9]([N:12]2[C:16]([S:17][CH2:18][CH2:19][CH3:20])=[C:15]([C:21]([OH:23])=[O:22])[CH:14]=[N:13]2)=[CH:10][CH:11]=1)=[O:4]. The catalyst class is: 2.